Dataset: Forward reaction prediction with 1.9M reactions from USPTO patents (1976-2016). Task: Predict the product of the given reaction. Given the reactants [Br:1][C:2]1[C:3]([CH3:10])=[C:4](N)[C:5]([Cl:8])=[N:6][CH:7]=1.Cl.N([O-])=[O:13].[Na+].[S:16]([Cl:19])(Cl)=[O:17], predict the reaction product. The product is: [Br:1][C:2]1[C:3]([CH3:10])=[C:4]([S:16]([Cl:19])(=[O:17])=[O:13])[C:5]([Cl:8])=[N:6][CH:7]=1.